This data is from Full USPTO retrosynthesis dataset with 1.9M reactions from patents (1976-2016). The task is: Predict the reactants needed to synthesize the given product. (1) Given the product [NH2:9][C:10]1[N:11](/[C:7](=[N:6]/[CH:1]2[CH2:5][CH2:4][CH2:3][CH2:2]2)/[C:8]([C:17]2[C:26]([O:27][CH3:28])=[CH:25][C:24]3[C:19](=[CH:20][CH:21]=[CH:22][CH:23]=3)[CH:18]=2)=[O:29])[N:12]=[CH:13][C:14]=1[C:15]#[N:16], predict the reactants needed to synthesize it. The reactants are: [CH:1]1([NH:6][C:7]2[N:11]3[N:12]=[CH:13][C:14]([C:15]#[N:16])=[C:10]3[NH:9][C:8]=2[C:17]2[C:26]([O:27][CH3:28])=[CH:25][C:24]3[C:19](=[CH:20][CH:21]=[CH:22][CH:23]=3)[CH:18]=2)[CH2:5][CH2:4][CH2:3][CH2:2]1.[OH2:29]. (2) The reactants are: [Cl:1][C:2]1[N:3]=[CH:4][N:5]([C:7]2[CH:12]=[CH:11][C:10]([NH:13][C:14]3[N:15]=[C:16]([N:34]([CH3:36])[CH3:35])[C:17]4[CH2:22][CH2:21][CH:20]([C:23]5[CH:28]=[CH:27][C:26]([O:29][C:30]([F:33])([F:32])[F:31])=[CH:25][CH:24]=5)[C:18]=4[N:19]=3)=[CH:9][C:8]=2[O:37][CH3:38])[CH:6]=1. Given the product [Cl:1][C:2]1[N:3]=[CH:4][N:5]([C:7]2[CH:12]=[CH:11][C:10]([NH:13][C:14]3[N:15]=[C:16]([N:34]([CH3:35])[CH3:36])[C:17]4[CH2:22][CH2:21][C@H:20]([C:23]5[CH:24]=[CH:25][C:26]([O:29][C:30]([F:32])([F:33])[F:31])=[CH:27][CH:28]=5)[C:18]=4[N:19]=3)=[CH:9][C:8]=2[O:37][CH3:38])[CH:6]=1, predict the reactants needed to synthesize it. (3) Given the product [CH2:1]([O:3][C:4](=[O:10])[CH2:5][C:6]1[N:11]=[C:12]2[CH:17]=[CH:16][C:15]([Br:18])=[CH:14][N:13]2[CH:7]=1)[CH3:2], predict the reactants needed to synthesize it. The reactants are: [CH2:1]([O:3][C:4](=[O:10])[CH2:5][C:6](=O)[CH2:7]Br)[CH3:2].[NH2:11][C:12]1[CH:17]=[CH:16][C:15]([Br:18])=[CH:14][N:13]=1. (4) Given the product [CH3:9][NH:8][CH2:7][C:6]1[CH:10]=[C:2]([N:27]2[N:28]=[CH:29][CH:30]=[N:26]2)[CH:3]=[CH:4][C:5]=1[O:11][C:12]1[CH:17]=[CH:16][C:15]([S:18][CH3:19])=[CH:14][CH:13]=1, predict the reactants needed to synthesize it. The reactants are: Br[C:2]1[CH:3]=[CH:4][C:5]([O:11][C:12]2[CH:17]=[CH:16][C:15]([S:18][CH3:19])=[CH:14][CH:13]=2)=[C:6]([CH:10]=1)[CH2:7][NH:8][CH3:9].C(=O)([O-])[O-].[K+].[K+].[NH:26]1[CH:30]=[CH:29][N:28]=[N:27]1. (5) Given the product [C:2]([C:7]1[N:8]=[C:9]([CH2:12][N:13]2[CH:17]=[CH:16][C:15]([NH:18][C:29](=[O:30])/[CH:28]=[CH:27]/[C:24]3[CH:23]=[CH:22][C:21]([C:20]([F:32])([F:33])[F:19])=[CH:26][CH:25]=3)=[N:14]2)[S:10][CH:11]=1)(=[O:6])[CH3:1], predict the reactants needed to synthesize it. The reactants are: [CH3:1][C:2]1([C:7]2[N:8]=[C:9]([CH2:12][N:13]3[CH:17]=[CH:16][C:15]([NH2:18])=[N:14]3)[S:10][CH:11]=2)[O:6]CCO1.[F:19][C:20]([F:33])([F:32])[C:21]1[CH:26]=[CH:25][C:24](/[CH:27]=[CH:28]/[C:29](O)=[O:30])=[CH:23][CH:22]=1.